Dataset: Peptide-MHC class II binding affinity with 134,281 pairs from IEDB. Task: Regression. Given a peptide amino acid sequence and an MHC pseudo amino acid sequence, predict their binding affinity value. This is MHC class II binding data. (1) The peptide sequence is SADFPQFKPEEITGI. The MHC is HLA-DPA10301-DPB10402 with pseudo-sequence HLA-DPA10301-DPB10402. The binding affinity (normalized) is 0.377. (2) The peptide sequence is AGILARNLVPMVATV. The MHC is DRB1_0301 with pseudo-sequence DRB1_0301. The binding affinity (normalized) is 0.720. (3) The MHC is DRB1_0401 with pseudo-sequence DRB1_0401. The binding affinity (normalized) is 0.541. The peptide sequence is YKRQLMNILGAVYRY. (4) The peptide sequence is PALLALLALPALLLL. The MHC is DRB1_0701 with pseudo-sequence DRB1_0701. The binding affinity (normalized) is 0.358. (5) The peptide sequence is VNGTWMIHTLEALDY. The MHC is DRB1_0801 with pseudo-sequence DRB1_0801. The binding affinity (normalized) is 0.552. (6) The peptide sequence is CNGVRELYLNSSNVT. The MHC is DRB1_0101 with pseudo-sequence DRB1_0101. The binding affinity (normalized) is 0.817.